Dataset: Peptide-MHC class II binding affinity with 134,281 pairs from IEDB. Task: Regression. Given a peptide amino acid sequence and an MHC pseudo amino acid sequence, predict their binding affinity value. This is MHC class II binding data. (1) The peptide sequence is SMGDDHFWAVRGGGGESFGI. The MHC is HLA-DQA10101-DQB10501 with pseudo-sequence HLA-DQA10101-DQB10501. The binding affinity (normalized) is 0.225. (2) The peptide sequence is ESWGAIWRIDTP. The MHC is DRB1_1101 with pseudo-sequence DRB1_1101. The binding affinity (normalized) is 0.470.